Dataset: NCI-60 drug combinations with 297,098 pairs across 59 cell lines. Task: Regression. Given two drug SMILES strings and cell line genomic features, predict the synergy score measuring deviation from expected non-interaction effect. (1) Drug 1: CC1C(C(=O)NC(C(=O)N2CCCC2C(=O)N(CC(=O)N(C(C(=O)O1)C(C)C)C)C)C(C)C)NC(=O)C3=C4C(=C(C=C3)C)OC5=C(C(=O)C(=C(C5=N4)C(=O)NC6C(OC(=O)C(N(C(=O)CN(C(=O)C7CCCN7C(=O)C(NC6=O)C(C)C)C)C)C(C)C)C)N)C. Drug 2: CC1C(C(CC(O1)OC2CC(CC3=C2C(=C4C(=C3O)C(=O)C5=CC=CC=C5C4=O)O)(C(=O)C)O)N)O. Cell line: IGROV1. Synergy scores: CSS=69.6, Synergy_ZIP=22.5, Synergy_Bliss=23.2, Synergy_Loewe=19.6, Synergy_HSA=22.3. (2) Cell line: NCI-H322M. Drug 2: C1=CC(=CC=C1C#N)C(C2=CC=C(C=C2)C#N)N3C=NC=N3. Synergy scores: CSS=6.41, Synergy_ZIP=-1.97, Synergy_Bliss=2.95, Synergy_Loewe=5.14, Synergy_HSA=3.97. Drug 1: CC(CN1CC(=O)NC(=O)C1)N2CC(=O)NC(=O)C2. (3) Drug 1: C1CN1C2=NC(=NC(=N2)N3CC3)N4CC4. Drug 2: C1=C(C(=O)NC(=O)N1)F. Cell line: SNB-19. Synergy scores: CSS=46.0, Synergy_ZIP=-5.14, Synergy_Bliss=-5.26, Synergy_Loewe=-7.98, Synergy_HSA=2.04.